Task: Predict the reactants needed to synthesize the given product.. Dataset: Full USPTO retrosynthesis dataset with 1.9M reactions from patents (1976-2016) Given the product [ClH:1].[NH2:50][CH2:49][C@H:46]1[CH2:47][CH2:48][C@H:43]([C:41]([NH:40][C@@H:25]([CH2:24][C:21]2[CH:22]=[CH:23][C:18]([C:4]3[CH:5]=[C:6]([S:9]([N:12]4[CH2:17][CH2:16][O:15][CH2:14][CH2:13]4)(=[O:11])=[O:10])[CH:7]=[CH:8][C:3]=3[CH3:2])=[CH:19][CH:20]=2)[C:26](=[O:39])[NH:27][C:28]2[CH:33]=[CH:32][C:31]([C:34]3[NH:35][N:36]=[N:37][N:38]=3)=[CH:30][CH:29]=2)=[O:42])[CH2:44][CH2:45]1, predict the reactants needed to synthesize it. The reactants are: [ClH:1].[CH3:2][C:3]1[CH:8]=[CH:7][C:6]([S:9]([N:12]2[CH2:17][CH2:16][O:15][CH2:14][CH2:13]2)(=[O:11])=[O:10])=[CH:5][C:4]=1[C:18]1[CH:23]=[CH:22][C:21]([CH2:24][C@H:25]([NH:40][C:41]([C@H:43]2[CH2:48][CH2:47][C@H:46]([CH2:49][NH:50]C(=O)OC(C)(C)C)[CH2:45][CH2:44]2)=[O:42])[C:26](=[O:39])[NH:27][C:28]2[CH:33]=[CH:32][C:31]([C:34]3[NH:38][N:37]=[N:36][N:35]=3)=[CH:30][CH:29]=2)=[CH:20][CH:19]=1.C(#N)C.